Dataset: Full USPTO retrosynthesis dataset with 1.9M reactions from patents (1976-2016). Task: Predict the reactants needed to synthesize the given product. (1) Given the product [Br:17][C:6]1[CH:8]=[CH:9][C:3]([CH2:1][CH3:2])=[C:4]([N+:10]([O-:12])=[O:11])[CH:5]=1, predict the reactants needed to synthesize it. The reactants are: [CH2:1]([C:3]1[CH:9]=[CH:8][C:6](N)=[CH:5][C:4]=1[N+:10]([O-:12])=[O:11])[CH3:2].N([O-])=O.[Na+].[BrH:17]. (2) Given the product [O:36]1[C:37]2[CH:42]=[CH:41][C:40]([NH:43][C:2]3[C:11]4=[N:12][NH:13][CH:14]=[C:10]4[C:9]4[C:8]([O:24][CH3:25])=[CH:7][CH:6]=[CH:5][C:4]=4[N:3]=3)=[CH:39][C:38]=2[NH:33][CH2:34][CH2:35]1, predict the reactants needed to synthesize it. The reactants are: Cl[C:2]1[C:11]2=[N:12][N:13](CC3C=CC(OC)=CC=3)[CH:14]=[C:10]2[C:9]2[C:8]([O:24][CH3:25])=[CH:7][CH:6]=[CH:5][C:4]=2[N:3]=1.C(OC([N:33]1[C:38]2[CH:39]=[C:40]([NH2:43])[CH:41]=[CH:42][C:37]=2[O:36][CH2:35][CH2:34]1)=O)(C)(C)C.Cl.